From a dataset of NCI-60 drug combinations with 297,098 pairs across 59 cell lines. Regression. Given two drug SMILES strings and cell line genomic features, predict the synergy score measuring deviation from expected non-interaction effect. (1) Drug 1: C1CC(=O)NC(=O)C1N2CC3=C(C2=O)C=CC=C3N. Drug 2: C(=O)(N)NO. Cell line: OVCAR-5. Synergy scores: CSS=2.91, Synergy_ZIP=-1.38, Synergy_Bliss=-0.484, Synergy_Loewe=-1.85, Synergy_HSA=-1.66. (2) Drug 1: CCCCC(=O)OCC(=O)C1(CC(C2=C(C1)C(=C3C(=C2O)C(=O)C4=C(C3=O)C=CC=C4OC)O)OC5CC(C(C(O5)C)O)NC(=O)C(F)(F)F)O. Drug 2: C(CN)CNCCSP(=O)(O)O. Cell line: OVCAR-4. Synergy scores: CSS=26.5, Synergy_ZIP=0.0775, Synergy_Bliss=3.77, Synergy_Loewe=-17.2, Synergy_HSA=3.79. (3) Drug 1: CC1=C2C(C(=O)C3(C(CC4C(C3C(C(C2(C)C)(CC1OC(=O)C(C(C5=CC=CC=C5)NC(=O)OC(C)(C)C)O)O)OC(=O)C6=CC=CC=C6)(CO4)OC(=O)C)O)C)O. Drug 2: C1C(C(OC1N2C=NC(=NC2=O)N)CO)O. Cell line: OVCAR-5. Synergy scores: CSS=34.6, Synergy_ZIP=-1.83, Synergy_Bliss=1.54, Synergy_Loewe=-12.6, Synergy_HSA=3.53. (4) Drug 1: C1=CC=C(C(=C1)C(C2=CC=C(C=C2)Cl)C(Cl)Cl)Cl. Drug 2: CC1CCC2CC(C(=CC=CC=CC(CC(C(=O)C(C(C(=CC(C(=O)CC(OC(=O)C3CCCCN3C(=O)C(=O)C1(O2)O)C(C)CC4CCC(C(C4)OC)O)C)C)O)OC)C)C)C)OC. Cell line: CCRF-CEM. Synergy scores: CSS=-2.38, Synergy_ZIP=4.74, Synergy_Bliss=5.00, Synergy_Loewe=0.347, Synergy_HSA=-1.29. (5) Drug 1: COC1=C2C(=CC3=C1OC=C3)C=CC(=O)O2. Drug 2: C1CCC(C(C1)N)N.C(=O)(C(=O)[O-])[O-].[Pt+4]. Cell line: SNB-75. Synergy scores: CSS=6.29, Synergy_ZIP=-2.05, Synergy_Bliss=0.400, Synergy_Loewe=-2.78, Synergy_HSA=-0.520.